This data is from NCI-60 drug combinations with 297,098 pairs across 59 cell lines. The task is: Regression. Given two drug SMILES strings and cell line genomic features, predict the synergy score measuring deviation from expected non-interaction effect. Drug 1: CC=C1C(=O)NC(C(=O)OC2CC(=O)NC(C(=O)NC(CSSCCC=C2)C(=O)N1)C(C)C)C(C)C. Drug 2: CC1=C(N=C(N=C1N)C(CC(=O)N)NCC(C(=O)N)N)C(=O)NC(C(C2=CN=CN2)OC3C(C(C(C(O3)CO)O)O)OC4C(C(C(C(O4)CO)O)OC(=O)N)O)C(=O)NC(C)C(C(C)C(=O)NC(C(C)O)C(=O)NCCC5=NC(=CS5)C6=NC(=CS6)C(=O)NCCC[S+](C)C)O. Cell line: TK-10. Synergy scores: CSS=19.5, Synergy_ZIP=-9.67, Synergy_Bliss=-4.65, Synergy_Loewe=-15.9, Synergy_HSA=-2.15.